This data is from CYP1A2 inhibition data for predicting drug metabolism from PubChem BioAssay. The task is: Regression/Classification. Given a drug SMILES string, predict its absorption, distribution, metabolism, or excretion properties. Task type varies by dataset: regression for continuous measurements (e.g., permeability, clearance, half-life) or binary classification for categorical outcomes (e.g., BBB penetration, CYP inhibition). Dataset: cyp1a2_veith. (1) The result is 0 (non-inhibitor). The compound is CCC(NC(=O)Nc1cc(OC)c(OC)c(OC)c1)(C(F)(F)F)C(F)(F)F. (2) The result is 1 (inhibitor). The molecule is O=C(O)CCC(=O)c1ccc2sc3ccccc3c2c1. (3) The molecule is Cc1nc2cncnc2n(Cc2ccccc2Cl)c1=O. The result is 1 (inhibitor). (4) The drug is COc1ccc2nc(N)sc2c1. The result is 1 (inhibitor). (5) The molecule is CCCCCCCCC(=O)NCc1cc(OC)c(O)cc1I. The result is 1 (inhibitor). (6) The drug is CC1=NN(C(=O)c2ccncc2)C(=O)[C@@H]1N=Nc1ccc2ccccc2c1. The result is 1 (inhibitor).